Dataset: Forward reaction prediction with 1.9M reactions from USPTO patents (1976-2016). Task: Predict the product of the given reaction. (1) The product is: [I:1][CH2:40][CH2:39][CH2:38][CH2:37][S:34]([CH2:33][C:27]1[CH:32]=[CH:31][CH:30]=[CH:29][CH:28]=1)(=[O:36])=[O:35]. Given the reactants [I:1]I.N1C=CN=C1.C1C=CC(P(C2C=CC=CC=2)C2C=CC=CC=2)=CC=1.[C:27]1([CH2:33][S:34]([CH2:37][CH2:38][CH2:39][CH2:40]O)(=[O:36])=[O:35])[CH:32]=[CH:31][CH:30]=[CH:29][CH:28]=1, predict the reaction product. (2) Given the reactants O.ON1C2C=CC=CC=2N=N1.Cl.CN(C)CCCN=C=NCC.[CH3:24][C:25]1[CH:41]=[CH:40][C:28]([CH2:29][N:30]2[C:35](=[O:36])[CH:34]=[CH:33][C:32]([C:37]([OH:39])=O)=[CH:31]2)=[CH:27][CH:26]=1.O[N:43]=[C:44]([C:46]1[CH:51]=[CH:50][C:49]([O:52][C:53]([F:56])([F:55])[F:54])=[CH:48][CH:47]=1)[NH2:45], predict the reaction product. The product is: [CH3:24][C:25]1[CH:26]=[CH:27][C:28]([CH2:29][N:30]2[CH:31]=[C:32]([C:37]3[O:39][N:45]=[C:44]([C:46]4[CH:47]=[CH:48][C:49]([O:52][C:53]([F:54])([F:55])[F:56])=[CH:50][CH:51]=4)[N:43]=3)[CH:33]=[CH:34][C:35]2=[O:36])=[CH:40][CH:41]=1. (3) Given the reactants FC(F)(F)S(O[C:7]1[CH:12]=[C:11]([Cl:13])[CH:10]=[C:9]([C:14]2[N:19]=[N:18][C:17]([NH2:20])=[N:16][C:15]=2[C:21]2[CH:26]=[CH:25][CH:24]=[CH:23][CH:22]=2)[CH:8]=1)(=O)=O.[CH2:29]([Sn](CCCC)(CCCC)C=C)[CH2:30]CC, predict the reaction product. The product is: [Cl:13][C:11]1[CH:10]=[C:9]([C:14]2[N:19]=[N:18][C:17]([NH2:20])=[N:16][C:15]=2[C:21]2[CH:26]=[CH:25][CH:24]=[CH:23][CH:22]=2)[CH:8]=[C:7]([CH:29]=[CH2:30])[CH:12]=1. (4) Given the reactants [CH3:1][C:2]([O:5][C:6](=[O:15])[NH:7][C:8]1[CH:13]=[CH:12][N:11]=[CH:10][C:9]=1I)([CH3:4])[CH3:3].[CH2:16]([O:18][CH:19]([O:22][CH2:23][CH3:24])[C:20]#[CH:21])[CH3:17].C(N(CC)CC)C.C1CCN2C(=NCCC2)CC1, predict the reaction product. The product is: [CH3:1][C:2]([O:5][C:6]([N:7]1[C:8]2[CH:13]=[CH:12][N:11]=[CH:10][C:9]=2[CH:21]=[C:20]1[CH:19]([O:22][CH2:23][CH3:24])[O:18][CH2:16][CH3:17])=[O:15])([CH3:4])[CH3:3]. (5) Given the reactants CC(OC(/N=N/C(OC(C)C)=O)=O)C.[F:15][C:16]1[CH:17]=[C:18]([OH:26])[CH:19]=[CH:20][C:21]=1[S:22]([CH3:25])(=[O:24])=[O:23].[CH:27]([C:30]1[N:34]=[C:33]([N:35]2[CH2:40][CH2:39][CH:38]([CH2:41][CH2:42][CH2:43]O)[CH2:37][CH2:36]2)[O:32][N:31]=1)([CH3:29])[CH3:28].C1C=CC(P(C2C=CC=CC=2)C2C=CC=CC=2)=CC=1, predict the reaction product. The product is: [F:15][C:16]1[CH:17]=[C:18]([CH:19]=[CH:20][C:21]=1[S:22]([CH3:25])(=[O:23])=[O:24])[O:26][CH2:43][CH2:42][CH2:41][CH:38]1[CH2:39][CH2:40][N:35]([C:33]2[O:32][N:31]=[C:30]([CH:27]([CH3:28])[CH3:29])[N:34]=2)[CH2:36][CH2:37]1. (6) Given the reactants C(N1C=CN=C1)([N:3]1C=CN=C1)=O.[C:13]([C:17]1[CH:22]=[CH:21][C:20](/[C:23](/[C:42]2[NH:47][C:46](=[O:48])[C:45]([CH2:49][CH2:50][C:51]([OH:53])=O)=[CH:44][CH:43]=2)=[CH:24]\[C@H:25]2[CH2:29][CH2:28][C:27](=[O:30])[N:26]2[CH2:31][C:32]2[CH:37]=[CH:36][C:35]([O:38][CH3:39])=[CH:34][C:33]=2[O:40][CH3:41])=[CH:19][CH:18]=1)([CH3:16])([CH3:15])[CH3:14].N, predict the reaction product. The product is: [C:13]([C:17]1[CH:22]=[CH:21][C:20](/[C:23](/[C:42]2[NH:47][C:46](=[O:48])[C:45]([CH2:49][CH2:50][C:51]([NH2:3])=[O:53])=[CH:44][CH:43]=2)=[CH:24]\[C@H:25]2[CH2:29][CH2:28][C:27](=[O:30])[N:26]2[CH2:31][C:32]2[CH:37]=[CH:36][C:35]([O:38][CH3:39])=[CH:34][C:33]=2[O:40][CH3:41])=[CH:19][CH:18]=1)([CH3:14])([CH3:16])[CH3:15].